From a dataset of Forward reaction prediction with 1.9M reactions from USPTO patents (1976-2016). Predict the product of the given reaction. (1) Given the reactants [CH2:1]([C@@H:8]1[CH2:13][N:12]([CH2:14][C:15]2[CH:20]=[CH:19][CH:18]=[CH:17][CH:16]=2)[CH2:11][CH2:10][N:9]1[C:21]([C:23]1[N:24]=[CH:25][N:26]([C@H:34]2[CH2:39][CH2:38][CH2:37][CH2:36][C@@H:35]2[NH:40][C:41](=[O:46])[O:42][CH2:43][CH2:44]Cl)[C:27]=1[C:28]1[CH:33]=[CH:32][CH:31]=[CH:30][CH:29]=1)=[O:22])[C:2]1[CH:7]=[CH:6][CH:5]=[CH:4][CH:3]=1.[H-].[Na+], predict the reaction product. The product is: [CH2:1]([C@@H:8]1[CH2:13][N:12]([CH2:14][C:15]2[CH:20]=[CH:19][CH:18]=[CH:17][CH:16]=2)[CH2:11][CH2:10][N:9]1[C:21]([C:23]1[N:24]=[CH:25][N:26]([C@H:34]2[CH2:39][CH2:38][CH2:37][CH2:36][C@@H:35]2[N:40]2[CH2:44][CH2:43][O:42][C:41]2=[O:46])[C:27]=1[C:28]1[CH:33]=[CH:32][CH:31]=[CH:30][CH:29]=1)=[O:22])[C:2]1[CH:7]=[CH:6][CH:5]=[CH:4][CH:3]=1. (2) Given the reactants [H-].[Na+].[CH3:3][O:4][CH2:5][C:6]([NH:8][C:9]1[CH:10]=[C:11]([C:15]2[N:16]=[C:17]([CH2:20][N:21]3[CH:25]=[C:24]([C:26]([O:28][CH2:29][CH3:30])=[O:27])[CH:23]=[N:22]3)[S:18][CH:19]=2)[CH:12]=[CH:13][CH:14]=1)=[O:7].I[CH3:32].O, predict the reaction product. The product is: [CH3:3][O:4][CH2:5][C:6]([N:8]([CH3:32])[C:9]1[CH:10]=[C:11]([C:15]2[N:16]=[C:17]([CH2:20][N:21]3[CH:25]=[C:24]([C:26]([O:28][CH2:29][CH3:30])=[O:27])[CH:23]=[N:22]3)[S:18][CH:19]=2)[CH:12]=[CH:13][CH:14]=1)=[O:7].